From a dataset of Full USPTO retrosynthesis dataset with 1.9M reactions from patents (1976-2016). Predict the reactants needed to synthesize the given product. (1) Given the product [Cl:12][CH2:13][C:14]1[N:8]([CH3:20])[C:6]2[C:5]([N:9]=1)=[CH:4][N:3]=[C:2]([CH3:1])[N:7]=2, predict the reactants needed to synthesize it. The reactants are: [CH3:1][CH:2]1[N:7]=[C:6]([NH2:8])[C:5]([NH2:9])=[CH:4][N:3]1C.Cl.[Cl:12][CH2:13][C:14](=N)OCC.Cl[CH:20](Cl)C. (2) The reactants are: [OH-].[Na+].[CH3:3][O:4][C:5]1[C:14]([O:15][CH3:16])=[C:13]2[C:8]([NH:9][CH2:10][C:11](=[O:17])[NH:12]2)=[CH:7][CH:6]=1.OO.C(O)(=O)C. Given the product [CH3:3][O:4][C:5]1[C:14]([O:15][CH3:16])=[C:13]2[C:8]([N:9]=[CH:10][C:11](=[O:17])[NH:12]2)=[CH:7][CH:6]=1, predict the reactants needed to synthesize it. (3) Given the product [C:1]1([CH:7]([OH:32])[CH2:8][CH2:9][N:10]2[CH2:11][CH2:12][CH:13]([N:16]([CH2:30][CH3:31])[C:17](=[O:29])[CH2:18][C:19]3[CH:24]=[CH:23][C:22]([S:25]([CH3:28])(=[O:26])=[O:27])=[CH:21][CH:20]=3)[CH2:14][CH2:15]2)[CH:2]=[CH:3][CH:4]=[CH:5][CH:6]=1, predict the reactants needed to synthesize it. The reactants are: [C:1]1([C:7](=[O:32])[CH2:8][CH2:9][N:10]2[CH2:15][CH2:14][CH:13]([N:16]([CH2:30][CH3:31])[C:17](=[O:29])[CH2:18][C:19]3[CH:24]=[CH:23][C:22]([S:25]([CH3:28])(=[O:27])=[O:26])=[CH:21][CH:20]=3)[CH2:12][CH2:11]2)[CH:6]=[CH:5][CH:4]=[CH:3][CH:2]=1.[BH4-].[Na+]. (4) Given the product [C:1]([O:5][C:6]([C@H:8]1[CH2:12][CH2:11][S:10](=[O:13])(=[O:14])[NH:9]1)=[O:7])([CH3:4])([CH3:2])[CH3:3], predict the reactants needed to synthesize it. The reactants are: [C:1]([O:5][C:6]([C@H:8]1[CH2:12][CH2:11][S:10](=[O:14])(=[O:13])[N:9]1NC(OC(C)(C)C)=O)=[O:7])([CH3:4])([CH3:3])[CH3:2].FC(F)(F)C(O)=O. (5) The reactants are: C[O:2][C:3](=[O:45])[C@@H:4]([NH:30][C:31]1[CH:36]=[CH:35][CH:34]=[CH:33][C:32]=1[C:37](=[O:44])[C:38]1[CH:43]=[CH:42][CH:41]=[CH:40][CH:39]=1)[CH2:5][C:6]1[CH:11]=[CH:10][C:9]([O:12][CH2:13][CH2:14][N:15]2[C:21]3[CH:22]=[CH:23][CH:24]=[CH:25][C:20]=3[CH:19]=[CH:18][C:17]3[CH:26]=[CH:27][CH:28]=[CH:29][C:16]2=3)=[CH:8][CH:7]=1.[OH-].[Na+]. Given the product [C:37]([C:32]1[CH:33]=[CH:34][CH:35]=[CH:36][C:31]=1[NH:30][C@@H:4]([CH2:5][C:6]1[CH:11]=[CH:10][C:9]([O:12][CH2:13][CH2:14][N:15]2[C:21]3[CH:22]=[CH:23][CH:24]=[CH:25][C:20]=3[CH:19]=[CH:18][C:17]3[CH:26]=[CH:27][CH:28]=[CH:29][C:16]2=3)=[CH:8][CH:7]=1)[C:3]([OH:45])=[O:2])(=[O:44])[C:38]1[CH:43]=[CH:42][CH:41]=[CH:40][CH:39]=1, predict the reactants needed to synthesize it. (6) Given the product [Cl:1][C:2]1[C:6]([Cl:7])=[C:5]([CH3:8])[NH:4][C:3]=1[C:9]([NH:11][CH:12]1[CH2:13][CH2:14][N:15]([N:18]2[CH:22]=[CH:21][C:20]([C:23]([OH:25])=[O:24])=[CH:19]2)[CH2:16][CH2:17]1)=[O:10], predict the reactants needed to synthesize it. The reactants are: [Cl:1][C:2]1[C:6]([Cl:7])=[C:5]([CH3:8])[NH:4][C:3]=1[C:9]([NH:11][CH:12]1[CH2:17][CH2:16][N:15]([N:18]2[CH:22]=[CH:21][C:20]([CH:23]=[O:24])=[CH:19]2)[CH2:14][CH2:13]1)=[O:10].[O-:25][Mn](=O)(=O)=O.[K+]. (7) Given the product [O:33]=[C:28]1[CH:29]=[CH:30][C:31](=[O:32])[N:27]1[CH2:26][CH2:25][CH2:24][CH2:23][CH2:22][C:21]([NH:20][CH2:19][C:18]([NH:17][C:14]1[CH:15]=[CH:16][C:11]([CH2:10][C@@H:9]([C:36]([O:38][CH3:39])=[O:37])[NH2:8])=[CH:12][CH:13]=1)=[O:35])=[O:34], predict the reactants needed to synthesize it. The reactants are: C(OC([NH:8][C@H:9]([C:36]([O:38][CH3:39])=[O:37])[CH2:10][C:11]1[CH:16]=[CH:15][C:14]([NH:17][C:18](=[O:35])[CH2:19][NH:20][C:21](=[O:34])[CH2:22][CH2:23][CH2:24][CH2:25][CH2:26][N:27]2[C:31](=[O:32])[CH:30]=[CH:29][C:28]2=[O:33])=[CH:13][CH:12]=1)=O)(C)(C)C.C(O)(C(F)(F)F)=O. (8) Given the product [OH:19][CH:17]1[CH2:18][N:15]([C:34]([O:36][C:37]([CH3:38])([CH3:39])[CH3:40])=[O:35])[CH2:16]1, predict the reactants needed to synthesize it. The reactants are: Cl.C([N:15]1[CH2:18][CH:17]([OH:19])[CH2:16]1)(C1C=CC=CC=1)C1C=CC=CC=1.C(=O)([O-])[O-].[Na+].[Na+].[C:34](O[C:34]([O:36][C:37]([CH3:40])([CH3:39])[CH3:38])=[O:35])([O:36][C:37]([CH3:40])([CH3:39])[CH3:38])=[O:35].[H][H].